Dataset: Reaction yield outcomes from USPTO patents with 853,638 reactions. Task: Predict the reaction yield, written as a fraction of the theoretical maximum amount of product (1.0 means a 100% yield; for example, 0.34 means a 34% yield). (1) The reactants are [Cl:1][C:2]1[CH:6]=[N:5][N:4]([CH3:7])[C:3]=1[C:8]1[CH:9]=[C:10]([NH:15][C:16]([NH:18][C:19]2[CH:24]=[CH:23][C:22]([F:25])=[CH:21][C:20]=2[F:26])=[O:17])[CH:11]=[CH:12][C:13]=1[OH:14].C1(P(C2C=CC=CC=2)C2C=CC=CC=2)C=CC=CC=1.[CH3:46][N:47]([CH3:51])[CH2:48][CH2:49]O.N(C(OC(C)C)=O)=NC(OC(C)C)=O. The catalyst is C1COCC1. The product is [Cl:1][C:2]1[CH:6]=[N:5][N:4]([CH3:7])[C:3]=1[C:8]1[CH:9]=[C:10]([NH:15][C:16]([NH:18][C:19]2[CH:24]=[CH:23][C:22]([F:25])=[CH:21][C:20]=2[F:26])=[O:17])[CH:11]=[CH:12][C:13]=1[O:14][CH2:49][CH2:48][N:47]([CH3:51])[CH3:46]. The yield is 0.459. (2) The reactants are [NH2:1][C@@H:2]([C:7]1[CH:12]=[CH:11][CH:10]=[C:9]([F:13])[CH:8]=1)[CH2:3][C:4]([OH:6])=[O:5].[OH-].[Na+].[CH3:16][C:17]([O:20][C:21](O[C:21]([O:20][C:17]([CH3:19])([CH3:18])[CH3:16])=[O:22])=[O:22])([CH3:19])[CH3:18].Cl. The catalyst is O1CCOCC1.O. The product is [C:21]([NH:1][C@@H:2]([C:7]1[CH:12]=[CH:11][CH:10]=[C:9]([F:13])[CH:8]=1)[CH2:3][C:4]([OH:6])=[O:5])([O:20][C:17]([CH3:19])([CH3:18])[CH3:16])=[O:22]. The yield is 0.590. (3) The reactants are Cl.[Cl:2][C:3]1[CH:8]=[CH:7][C:6]([C:9]2[CH2:10][CH2:11][NH:12][CH2:13][CH:14]=2)=[CH:5][CH:4]=1.N1C=CC=CC=1.[Cl:21][C:22](Cl)([O:24]C(=O)OC(Cl)(Cl)Cl)Cl. The catalyst is C1(C)C=CC=CC=1.C(OCC)C. The product is [Cl:2][C:3]1[CH:8]=[CH:7][C:6]([C:9]2[CH2:14][CH2:13][N:12]([C:22]([Cl:21])=[O:24])[CH2:11][CH:10]=2)=[CH:5][CH:4]=1. The yield is 0.900. (4) The reactants are [F:1][C:2]1[CH:3]=[C:4]([C:9]2([C:15]([N:17]([CH3:19])[CH3:18])=O)[CH2:14][CH2:13][CH2:12][CH2:11][CH2:10]2)[CH:5]=[CH:6][C:7]=1[F:8].[ClH:20]. No catalyst specified. The product is [ClH:20].[F:1][C:2]1[CH:3]=[C:4]([C:9]2([CH2:15][N:17]([CH3:19])[CH3:18])[CH2:14][CH2:13][CH2:12][CH2:11][CH2:10]2)[CH:5]=[CH:6][C:7]=1[F:8]. The yield is 0.0800.